From a dataset of Experimentally validated miRNA-target interactions with 360,000+ pairs, plus equal number of negative samples. Binary Classification. Given a miRNA mature sequence and a target amino acid sequence, predict their likelihood of interaction. The miRNA is hsa-miR-7845-5p with sequence AAGGGACAGGGAGGGUCGUGG. The protein sequence of the target gene is MDPDQSIKGTKKADGSPRKRLTKGEAIQTSVSSSAPYPGSGTTAPSESATQELLATQPFSGPSQEKTGQQQKPARRPSIEASVHISQLPQHPLTPAFMSPGKPEHLLEGSTWQLVDPMRPGPSGSFVAPGLHPQSQLLPSHASILPPEELPGIPKVFVPRPSQVSLKPAEEAHKKERKPQKPGKYICQYCSRPCAKPSVLQKHIRSHTGERPYPCGPCGFSFKTKSNLYKHRKSHAHRIKAGLASGSSSEMYPPGLEMERIPGEEFEEPTEGESTDSEEETGAASGPSTDVLPKPKHPLL.... Result: 0 (no interaction).